From a dataset of Full USPTO retrosynthesis dataset with 1.9M reactions from patents (1976-2016). Predict the reactants needed to synthesize the given product. (1) Given the product [CH2:1]([C:8]1[CH:9]=[CH:10][C:11]([O:14][C:17](=[O:18])[N:16]([CH3:15])[C:20]2[CH:25]=[CH:24][CH:23]=[CH:22][CH:21]=2)=[CH:12][CH:13]=1)[C:2]1[CH:3]=[CH:4][CH:5]=[CH:6][CH:7]=1, predict the reactants needed to synthesize it. The reactants are: [CH2:1]([C:8]1[CH:13]=[CH:12][C:11]([OH:14])=[CH:10][CH:9]=1)[C:2]1[CH:7]=[CH:6][CH:5]=[CH:4][CH:3]=1.[CH3:15][N:16]([C:20]1[CH:25]=[CH:24][CH:23]=[CH:22][CH:21]=1)[C:17](Cl)=[O:18]. (2) Given the product [CH3:16][C:8]1[CH:9]=[CH:10][C:11]([NH2:13])=[CH:12][C:7]=1[C:5]1[CH:4]=[N:3][N:2]([CH3:1])[CH:6]=1, predict the reactants needed to synthesize it. The reactants are: [CH3:1][N:2]1[CH:6]=[C:5]([C:7]2[CH:12]=[C:11]([N+:13]([O-])=O)[CH:10]=[CH:9][C:8]=2[CH3:16])[CH:4]=[N:3]1. (3) The reactants are: [CH2:1]([N:5]1[CH2:9][C:8](=[O:10])[NH:7][C:6]1=[O:11])[CH2:2][CH2:3][CH3:4].N([CH2:15][CH2:16][CH2:17][CH2:18][CH2:19][CH3:20])=C=O.C[N:22]([CH:24]=[O:25])C. Given the product [CH2:1]([N:5]1[CH2:9][C:8](=[O:10])[NH:7][C:6]1=[O:11])[CH2:2][CH2:3][CH3:4].[CH2:15]([C:24]([NH2:22])=[O:25])[CH2:16][CH2:17][CH2:18][CH2:19][CH3:20], predict the reactants needed to synthesize it. (4) Given the product [CH3:1][N:2]1[CH:6]=[C:5]([CH:7]2[NH:16][C:15]3[C:10](=[CH:11][CH:12]=[C:13]([CH:17]4[CH2:22][CH2:21][N:20]([C:23]([O:25][C:26]([CH3:29])([CH3:28])[CH3:27])=[O:24])[CH2:19][CH2:18]4)[CH:14]=3)[NH:9][CH2:8]2)[CH:4]=[N:3]1, predict the reactants needed to synthesize it. The reactants are: [CH3:1][N:2]1[CH:6]=[C:5]([C:7]2[CH:8]=[N:9][C:10]3[C:15]([N:16]=2)=[CH:14][C:13]([C:17]2[CH2:18][CH2:19][N:20]([C:23]([O:25][C:26]([CH3:29])([CH3:28])[CH3:27])=[O:24])[CH2:21][CH:22]=2)=[CH:12][CH:11]=3)[CH:4]=[N:3]1. (5) Given the product [CH:17]1([NH:16][C:12]2[CH:11]=[C:10]([C:8]3[N:7]=[C:6]([N:23]4[CH2:28][CH2:27][CH:26]([C:29]([NH2:35])=[O:31])[CH2:25][CH2:24]4)[CH:5]=[C:4]([C:1]([NH2:2])=[O:3])[CH:9]=3)[CH:15]=[CH:14][N:13]=2)[CH2:18][CH2:19][CH2:20][CH2:21][CH2:22]1, predict the reactants needed to synthesize it. The reactants are: [C:1]([C:4]1[CH:9]=[C:8]([C:10]2[CH:15]=[CH:14][N:13]=[C:12]([NH:16][CH:17]3[CH2:22][CH2:21][CH2:20][CH2:19][CH2:18]3)[CH:11]=2)[N:7]=[C:6]([N:23]2[CH2:28][CH2:27][CH:26]([C:29]([OH:31])=O)[CH2:25][CH2:24]2)[CH:5]=1)(=[O:3])[NH2:2].[NH4+].[Cl-].C[N:35](C(ON1N=NC2C=CC=NC1=2)=[N+](C)C)C.F[P-](F)(F)(F)(F)F.C(N(C(C)C)C(C)C)C. (6) Given the product [CH:8]1([CH2:11][CH2:12][NH:13][C:14]([C:16]2[N:17]=[N:18][C:19]([N:22]3[CH2:27][CH2:26][N:25]([C:3](=[O:4])[C:2]([CH3:7])([CH3:6])[CH3:1])[CH2:24][CH2:23]3)=[CH:20][CH:21]=2)=[O:15])[CH2:10][CH2:9]1, predict the reactants needed to synthesize it. The reactants are: [CH3:1][C:2]([CH3:7])([CH3:6])[C:3](Cl)=[O:4].[CH:8]1([CH2:11][CH2:12][NH:13][C:14]([C:16]2[N:17]=[N:18][C:19]([N:22]3[CH2:27][CH2:26][NH:25][CH2:24][CH2:23]3)=[CH:20][CH:21]=2)=[O:15])[CH2:10][CH2:9]1. (7) Given the product [CH3:17][S:18]([O:7][CH2:6][C@@H:2]1[CH2:3][CH2:4][CH2:5][C@H:1]1[CH2:8][O:9][S:18]([CH3:17])(=[O:20])=[O:19])(=[O:20])=[O:19], predict the reactants needed to synthesize it. The reactants are: [C@@H:1]1([CH2:8][OH:9])[CH2:5][CH2:4][CH2:3][C@H:2]1[CH2:6][OH:7].CCN(CC)CC.[CH3:17][S:18](Cl)(=[O:20])=[O:19].